Predict which catalyst facilitates the given reaction. From a dataset of Catalyst prediction with 721,799 reactions and 888 catalyst types from USPTO. Reactant: [F:1][C:2]1[CH:3]=[C:4]([CH:19]=[CH:20][C:21]=1[F:22])[CH2:5][N:6]1[C:10]2=[N:11][C:12]([CH3:18])=[C:13]([CH2:16][OH:17])[C:14]([I:15])=[C:9]2[CH:8]=[CH:7]1.C1C=C[NH+]=CC=1.[O-][Cr](Cl)(=O)=O. Product: [F:1][C:2]1[CH:3]=[C:4]([CH:19]=[CH:20][C:21]=1[F:22])[CH2:5][N:6]1[C:10]2=[N:11][C:12]([CH3:18])=[C:13]([CH:16]=[O:17])[C:14]([I:15])=[C:9]2[CH:8]=[CH:7]1. The catalyst class is: 2.